From a dataset of CYP1A2 inhibition data for predicting drug metabolism from PubChem BioAssay. Regression/Classification. Given a drug SMILES string, predict its absorption, distribution, metabolism, or excretion properties. Task type varies by dataset: regression for continuous measurements (e.g., permeability, clearance, half-life) or binary classification for categorical outcomes (e.g., BBB penetration, CYP inhibition). Dataset: cyp1a2_veith. The molecule is Cc1ccc(C2(C)NC(=O)N(CC(=O)Nc3cc(C)on3)C2=O)cc1. The result is 0 (non-inhibitor).